This data is from Forward reaction prediction with 1.9M reactions from USPTO patents (1976-2016). The task is: Predict the product of the given reaction. The product is: [NH2:37][C:2]1[N:7]=[C:6]([C:8]2[S:12][C:11]([C:13]([CH3:16])([CH3:15])[CH3:14])=[N:10][C:9]=2[C:17]2[C:18]([F:36])=[C:19]([NH:24][S:25]([C:28]3[C:33]([F:34])=[CH:32][CH:31]=[CH:30][C:29]=3[F:35])(=[O:27])=[O:26])[CH:20]=[CH:21][C:22]=2[F:23])[CH:5]=[CH:4][N:3]=1. Given the reactants Cl[C:2]1[N:7]=[C:6]([C:8]2[S:12][C:11]([C:13]([CH3:16])([CH3:15])[CH3:14])=[N:10][C:9]=2[C:17]2[C:18]([F:36])=[C:19]([NH:24][S:25]([C:28]3[C:33]([F:34])=[CH:32][CH:31]=[CH:30][C:29]=3[F:35])(=[O:27])=[O:26])[CH:20]=[CH:21][C:22]=2[F:23])[CH:5]=[CH:4][N:3]=1.[NH4+:37].[OH-], predict the reaction product.